This data is from Peptide-MHC class I binding affinity with 185,985 pairs from IEDB/IMGT. The task is: Regression. Given a peptide amino acid sequence and an MHC pseudo amino acid sequence, predict their binding affinity value. This is MHC class I binding data. (1) The peptide sequence is RFASALTAL. The MHC is HLA-B07:02 with pseudo-sequence HLA-B07:02. The binding affinity (normalized) is 0.465. (2) The peptide sequence is FQYYGIDWV. The MHC is HLA-A02:03 with pseudo-sequence HLA-A02:03. The binding affinity (normalized) is 1.00.